Dataset: Forward reaction prediction with 1.9M reactions from USPTO patents (1976-2016). Task: Predict the product of the given reaction. (1) Given the reactants [Br:1][C:2]1[CH:10]=[C:9]([CH:11]([O:13][CH2:14][C:15]2([C:28]3[CH:33]=[CH:32][C:31]([F:34])=[CH:30][CH:29]=3)[CH2:20][CH2:19][N:18](C(OC(C)(C)C)=O)[CH2:17][CH2:16]2)[CH3:12])[C:8]2[C:4](=[CH:5][N:6](COCC[Si](C)(C)C)[N:7]=2)[CH:3]=1, predict the reaction product. The product is: [Br:1][C:2]1[CH:10]=[C:9]([CH:11]([O:13][CH2:14][C:15]2([C:28]3[CH:33]=[CH:32][C:31]([F:34])=[CH:30][CH:29]=3)[CH2:20][CH2:19][NH:18][CH2:17][CH2:16]2)[CH3:12])[C:8]2[C:4](=[CH:5][NH:6][N:7]=2)[CH:3]=1. (2) Given the reactants Cl.[CH2:2]([O:4][C:5](=[O:16])[C@H:6]([CH2:8][C:9]1[CH:14]=[CH:13][C:12]([OH:15])=[CH:11][CH:10]=1)[NH2:7])[CH3:3].C(N(CC)CC)C.[C:24](OC(=O)C)(=[O:26])[CH3:25].O, predict the reaction product. The product is: [CH2:2]([O:4][C:5](=[O:16])[C@H:6]([CH2:8][C:9]1[CH:10]=[CH:11][C:12]([OH:15])=[CH:13][CH:14]=1)[NH:7][C:24](=[O:26])[CH3:25])[CH3:3]. (3) Given the reactants [F:1][C:2]1([C:18]2C=[CH:22][C:21](C=O)=[C:20](O)[CH:19]=2)[CH2:7][CH2:6][N:5]([C:8]([O:10][CH2:11][C:12]2[CH:17]=[CH:16][CH:15]=[CH:14][CH:13]=2)=[O:9])[CH2:4][CH2:3]1.[CH3:27][C:28]1[N:29]=[C:30]([CH3:43])[C:31]2[N:32]([CH:34]=[C:35]([CH2:37][C:38]([O:40][CH2:41][CH3:42])=[O:39])[N:36]=2)[CH:33]=1.C(O)(=O)C, predict the reaction product. The product is: [CH3:27][C:28]1[N:29]=[C:30]([CH3:43])[C:31]2[N:32]([CH:34]=[C:35]([C:37]3[C:38](=[O:39])[O:40][C:41]4[C:21]([CH:22]=3)=[CH:20][CH:19]=[C:18]([C:2]3([F:1])[CH2:7][CH2:6][N:5]([C:8]([O:10][CH2:11][C:12]5[CH:13]=[CH:14][CH:15]=[CH:16][CH:17]=5)=[O:9])[CH2:4][CH2:3]3)[CH:42]=4)[N:36]=2)[CH:33]=1. (4) Given the reactants Cl[CH2:2][C:3]1[N:7]([CH3:8])[C:6]2[CH:9]=[C:10]([O:17][CH3:18])[C:11]([O:15][CH3:16])=[C:12]([O:13][CH3:14])[C:5]=2[N:4]=1.[NH:19]1[CH2:25][CH2:24][CH2:23][NH:22][CH2:21][CH2:20]1, predict the reaction product. The product is: [CH3:8][N:7]1[C:6]2[CH:9]=[C:10]([O:17][CH3:18])[C:11]([O:15][CH3:16])=[C:12]([O:13][CH3:14])[C:5]=2[N:4]=[C:3]1[CH2:2][N:19]1[CH2:25][CH2:24][CH2:23][N:22]([CH2:2][C:3]2[N:7]([CH3:8])[C:6]3[CH:9]=[C:10]([O:17][CH3:18])[C:11]([O:15][CH3:16])=[C:12]([O:13][CH3:14])[C:5]=3[N:4]=2)[CH2:21][CH2:20]1. (5) The product is: [O:1]1[C:5]2[CH:6]=[CH:7][C:8]([C:10]3([C:13]([NH:29][C:18]4[N:17]=[CH:16][C:25]5[CH2:24][CH2:26][C:27]6[O:28][CH:23]=[CH:22][C:21]=6[C:20]=5[N:19]=4)=[O:14])[CH2:12][CH2:11]3)=[CH:9][C:4]=2[O:3][CH2:2]1. Given the reactants [O:1]1[C:5]2[CH:6]=[CH:7][C:8]([C:10]3([C:13](Cl)=[O:14])[CH2:12][CH2:11]3)=[CH:9][C:4]=2[O:3][CH2:2]1.[CH:16]1[C:25]2[C:24]3[CH:26]=[CH:27][O:28][C:23]=3[CH2:22][CH2:21][C:20]=2[N:19]=[C:18]([NH2:29])[N:17]=1, predict the reaction product. (6) The product is: [CH2:3]([O:10][CH2:12][C:13](=[O:20])[CH2:14][C:15]([O:17][CH2:18][CH3:19])=[O:16])[C:4]1[CH:9]=[CH:8][CH:7]=[CH:6][CH:5]=1. Given the reactants [H-].[Na+].[CH2:3]([OH:10])[C:4]1[CH:9]=[CH:8][CH:7]=[CH:6][CH:5]=1.Cl[CH2:12][C:13](=[O:20])[CH2:14][C:15]([O:17][CH2:18][CH3:19])=[O:16], predict the reaction product. (7) Given the reactants [OH:1][CH2:2][CH2:3][CH2:4][O:5][CH2:6][C:7]([O:9][CH2:10][CH3:11])=[O:8].C(N(CC)CC)C.[CH3:19][C:20]1[CH:25]=[CH:24][C:23]([S:26](Cl)(=[O:28])=[O:27])=[CH:22][CH:21]=1, predict the reaction product. The product is: [CH3:19][C:20]1[CH:25]=[CH:24][C:23]([S:26]([O:1][CH2:2][CH2:3][CH2:4][O:5][CH2:6][C:7]([O:9][CH2:10][CH3:11])=[O:8])(=[O:28])=[O:27])=[CH:22][CH:21]=1.